Dataset: Forward reaction prediction with 1.9M reactions from USPTO patents (1976-2016). Task: Predict the product of the given reaction. (1) Given the reactants C(O[C:6]([N:8]1[CH2:12][C:11](=[N:13][O:14][CH3:15])[CH2:10][C@H:9]1[C:16]([OH:18])=O)=[O:7])(C)(C)C.[CH3:19][C:20]1[CH:25]=[CH:24][CH:23]=[CH:22][C:21]=1[C:26]1[CH:31]=[CH:30][C:29](C(O)=O)=[CH:28][CH:27]=1.[NH2:35][C@H:36]([C:39]1[CH:44]=[CH:43][CH:42]=[CH:41][CH:40]=1)[CH2:37][OH:38], predict the reaction product. The product is: [OH:38][CH2:37][C@H:36]([NH:35][C:16]([C@@H:9]1[CH2:10][C:11](=[N:13][O:14][CH3:15])[CH2:12][N:8]1[C:6]([C:29]1[CH:28]=[CH:27][C:26]([C:21]2[CH:22]=[CH:23][CH:24]=[CH:25][C:20]=2[CH3:19])=[CH:31][CH:30]=1)=[O:7])=[O:18])[C:39]1[CH:44]=[CH:43][CH:42]=[CH:41][CH:40]=1. (2) Given the reactants N1(CCN[C:9]2[N:14]=[C:13]([C@@H:15]([NH:25][C:26](=[O:44])[CH2:27][N:28]3[C:36]4[C:35]([F:38])([F:37])[CH2:34][CH2:33][C:32]([F:40])([F:39])[C:31]=4[C:30]([CH:41]([F:43])[F:42])=[N:29]3)[CH2:16][C:17]3[CH:22]=[C:21]([F:23])[CH:20]=[C:19]([F:24])[CH:18]=3)[C:12]([C:45]3[CH:46]=[CH:47][C:48]([F:54])=[C:49]([CH:53]=3)[C:50]([NH2:52])=[O:51])=[CH:11][N:10]=2)C=CN=N1.[NH2:55][CH2:56][CH2:57][N:58]1[CH2:62][CH2:61][CH2:60][C:59]1=[O:63].BrC1C([C@@H](NC(=O)OC(C)(C)C)CC2C=C(F)C=C(F)C=2)=NC(S(C)(=O)=O)=NC=1, predict the reaction product. The product is: [F:43][CH:41]([F:42])[C:30]1[C:31]2[C:32]([F:39])([F:40])[CH2:33][CH2:34][C:35]([F:37])([F:38])[C:36]=2[N:28]([CH2:27][C:26]([NH:25][C@H:15]([C:13]2[C:12]([C:45]3[CH:46]=[CH:47][C:48]([F:54])=[C:49]([CH:53]=3)[C:50]([NH2:52])=[O:51])=[CH:11][N:10]=[C:9]([NH:55][CH2:56][CH2:57][N:58]3[CH2:62][CH2:61][CH2:60][C:59]3=[O:63])[N:14]=2)[CH2:16][C:17]2[CH:22]=[C:21]([F:23])[CH:20]=[C:19]([F:24])[CH:18]=2)=[O:44])[N:29]=1.